Task: Regression. Given a peptide amino acid sequence and an MHC pseudo amino acid sequence, predict their binding affinity value. This is MHC class II binding data.. Dataset: Peptide-MHC class II binding affinity with 134,281 pairs from IEDB (1) The peptide sequence is FFAVTALTIAYLVGS. The MHC is H-2-IAd with pseudo-sequence H-2-IAd. The binding affinity (normalized) is 0.193. (2) The binding affinity (normalized) is 0.868. The peptide sequence is AFKVAATADNAAPAN. The MHC is DRB1_0802 with pseudo-sequence DRB1_0802. (3) The peptide sequence is LKALTTKHPSLNIIT. The MHC is DRB1_0101 with pseudo-sequence DRB1_0101. The binding affinity (normalized) is 0.574.